Task: Predict the product of the given reaction.. Dataset: Forward reaction prediction with 1.9M reactions from USPTO patents (1976-2016) The product is: [NH2:2][C:1](=[N:10][OH:11])[CH2:3][CH2:4][CH2:5][C:6]([OH:8])=[O:7]. Given the reactants [C:1]([CH2:3][CH2:4][CH2:5][C:6]([OH:8])=[O:7])#[N:2].Cl.[NH2:10][OH:11].C(=O)([O-])[O-].[Na+].[Na+].C(Cl)(Cl)Cl.CO, predict the reaction product.